From a dataset of Full USPTO retrosynthesis dataset with 1.9M reactions from patents (1976-2016). Predict the reactants needed to synthesize the given product. (1) Given the product [CH2:1]([O:8][C:9]1[CH:18]=[CH:17][CH:16]=[C:15]2[C:10]=1[CH2:11][CH2:12][C:13]([CH2:19][Cl:30])=[CH:14]2)[C:2]1[CH:7]=[CH:6][CH:5]=[CH:4][CH:3]=1, predict the reactants needed to synthesize it. The reactants are: [CH2:1]([O:8][C:9]1[CH:18]=[CH:17][CH:16]=[C:15]2[C:10]=1[CH2:11][CH2:12][C:13]([CH2:19]O)=[CH:14]2)[C:2]1[CH:7]=[CH:6][CH:5]=[CH:4][CH:3]=1.C1(C)C=CC(S([Cl:30])(=O)=O)=CC=1.C(N(CC)CC)C.O. (2) Given the product [CH:22]1([CH2:28][N:29]2[C:18]([CH3:19])=[CH:17][CH:16]=[C:15]2[C:7]2[CH:6]=[C:5]([C:1]([CH3:4])([CH3:3])[CH3:2])[CH:10]=[C:9]([C:11]([CH3:14])([CH3:13])[CH3:12])[CH:8]=2)[CH2:27][CH2:26][CH2:25][CH2:24][CH2:23]1, predict the reactants needed to synthesize it. The reactants are: [C:1]([C:5]1[CH:6]=[C:7]([C:15](=O)[CH2:16][CH2:17][C:18](=O)[CH3:19])[CH:8]=[C:9]([C:11]([CH3:14])([CH3:13])[CH3:12])[CH:10]=1)([CH3:4])([CH3:3])[CH3:2].[CH:22]1([CH2:28][NH2:29])[CH2:27][CH2:26][CH2:25][CH2:24][CH2:23]1. (3) Given the product [OH:1][C:2]1([C:9]2[CH:10]=[N:11][C:12]([O:16][CH3:17])=[C:13]([CH3:15])[CH:14]=2)[CH2:7][CH2:6][CH:5]([N:18]2[CH2:21][CH:20]([NH:22][C:23]([CH2:25][NH:26][C:27](=[O:38])[C:28]3[CH:33]=[CH:32][CH:31]=[C:30]([C:34]([F:37])([F:35])[F:36])[CH:29]=3)=[O:24])[CH2:19]2)[CH2:4][CH2:3]1, predict the reactants needed to synthesize it. The reactants are: [OH:1][C:2]1([C:9]2[CH:10]=[N:11][C:12]([O:16][CH3:17])=[C:13]([CH3:15])[CH:14]=2)[CH2:7][CH2:6][C:5](=O)[CH2:4][CH2:3]1.[NH:18]1[CH2:21][CH:20]([NH:22][C:23]([CH2:25][NH:26][C:27](=[O:38])[C:28]2[CH:33]=[CH:32][CH:31]=[C:30]([C:34]([F:37])([F:36])[F:35])[CH:29]=2)=[O:24])[CH2:19]1. (4) Given the product [CH3:23][O:2][C:1]([C:4]1[CH:5]=[C:6]([N:11]2[C:15](=[O:16])[CH2:14][S:13][C:12]2=[S:17])[CH:7]=[CH:8][C:9]=1[Cl:10])=[O:3], predict the reactants needed to synthesize it. The reactants are: [C:1]([C:4]1[CH:5]=[C:6]([N:11]2[C:15](=[O:16])[CH2:14][S:13][C:12]2=[S:17])[CH:7]=[CH:8][C:9]=1[Cl:10])([OH:3])=[O:2].S(=O)(=O)(O)O.[CH3:23]O. (5) Given the product [CH3:1][CH:2]([CH3:18])[CH:3]=[C:4]([C:9]1[CH:14]=[CH:13][CH:12]=[CH:11][C:10]=1[NH2:15])[C:5]([F:6])([F:7])[F:8], predict the reactants needed to synthesize it. The reactants are: [CH3:1][CH:2]([CH3:18])[CH:3]=[C:4]([C:9]1[CH:14]=[CH:13][CH:12]=[CH:11][C:10]=1[N+:15]([O-])=O)[C:5]([F:8])([F:7])[F:6]. (6) Given the product [N+:2]([C:5]1[CH:14]=[C:13]2[C:8]([CH2:9][CH2:10][N:11]([C:22]([O:24][C:25]([CH3:28])([CH3:27])[CH3:26])=[O:23])[CH2:12]2)=[CH:7][CH:6]=1)([O-:4])=[O:3], predict the reactants needed to synthesize it. The reactants are: Cl.[N+:2]([C:5]1[CH:14]=[C:13]2[C:8]([CH2:9][CH2:10][NH:11][CH2:12]2)=[CH:7][CH:6]=1)([O-:4])=[O:3].C(N(CC)CC)C.[C:22](O[C:22]([O:24][C:25]([CH3:28])([CH3:27])[CH3:26])=[O:23])([O:24][C:25]([CH3:28])([CH3:27])[CH3:26])=[O:23]. (7) Given the product [F:1][C:2]([F:7])([F:6])[C:3]([OH:5])=[O:4].[F:8][C:9]([F:14])([F:13])[C:10]([OH:12])=[O:11].[Cl:22][C:23]1[CH:24]=[N:25][C:26]2[NH:27][C:28]3[CH:29]=[N:30][CH:31]=[C:32]([CH:53]=3)[CH2:33][CH2:34][C:35]3[CH:43]=[C:39]([NH:40][C:41]=1[N:42]=2)[CH:38]=[CH:37][C:36]=3[NH:44][C:45](=[O:52])[CH2:46][C@H:47]1[CH2:51][CH2:50][N:49]([C:62]([NH:61][C:58]2[CH:59]=[CH:60][C:55]([F:54])=[CH:56][CH:57]=2)=[O:63])[CH2:48]1, predict the reactants needed to synthesize it. The reactants are: [F:1][C:2]([F:7])([F:6])[C:3]([OH:5])=[O:4].[F:8][C:9]([F:14])([F:13])[C:10]([OH:12])=[O:11].FC(F)(F)C(O)=O.[Cl:22][C:23]1[CH:24]=[N:25][C:26]2[NH:27][C:28]3[CH:29]=[N:30][CH:31]=[C:32]([CH:53]=3)[CH2:33][CH2:34][C:35]3[CH:43]=[C:39]([NH:40][C:41]=1[N:42]=2)[CH:38]=[CH:37][C:36]=3[NH:44][C:45](=[O:52])[CH2:46][C@H:47]1[CH2:51][CH2:50][NH:49][CH2:48]1.[F:54][C:55]1[CH:60]=[CH:59][C:58]([N:61]=[C:62]=[O:63])=[CH:57][CH:56]=1.